Dataset: Full USPTO retrosynthesis dataset with 1.9M reactions from patents (1976-2016). Task: Predict the reactants needed to synthesize the given product. (1) Given the product [NH2:1][C:2]1[C:11]2[CH:10]=[CH:9][CH:8]=[C:7]([C:24]3[CH:25]=[N:26][C:21]([CH3:20])=[CH:22][CH:23]=3)[C:6]=2[N:5]=[C:4]2[CH2:13][N:14]([CH:17]3[CH2:19][CH2:18]3)[C:15](=[O:16])[C:3]=12, predict the reactants needed to synthesize it. The reactants are: [NH2:1][C:2]1[C:11]2[CH:10]=[CH:9][CH:8]=[C:7](Br)[C:6]=2[N:5]=[C:4]2[CH2:13][N:14]([CH:17]3[CH2:19][CH2:18]3)[C:15](=[O:16])[C:3]=12.[CH3:20][C:21]1[N:26]=[CH:25][C:24](B(O)O)=[CH:23][CH:22]=1. (2) The reactants are: [C:1]([O:5][C:6]([NH:8][C:9]1[CH:14]=[CH:13][C:12]([CH2:15][CH2:16][C:17](O)=[O:18])=[CH:11][CH:10]=1)=[O:7])([CH3:4])([CH3:3])[CH3:2].CN([P+](ON1N=NC2C=CC=CC1=2)(N(C)C)N(C)C)C.F[P-](F)(F)(F)(F)F.CCN(C(C)C)C(C)C.[BH4-].[Na+]. Given the product [OH:18][CH2:17][CH2:16][CH2:15][C:12]1[CH:13]=[CH:14][C:9]([NH:8][C:6](=[O:7])[O:5][C:1]([CH3:3])([CH3:2])[CH3:4])=[CH:10][CH:11]=1, predict the reactants needed to synthesize it. (3) Given the product [CH2:24]([NH:31][C:13]([C:11]1[CH:10]=[CH:9][N:8]2[C:16]([CH2:17][CH:18]3[CH2:19][CH2:20][CH2:21][CH2:22][CH2:23]3)=[C:5]([C:1]([CH3:3])([CH3:4])[CH3:2])[N:6]=[C:7]2[CH:12]=1)=[O:14])[C:25]1[CH:30]=[CH:29][CH:28]=[CH:27][CH:26]=1, predict the reactants needed to synthesize it. The reactants are: [C:1]([C:5]1[N:6]=[C:7]2[CH:12]=[C:11]([C:13](O)=[O:14])[CH:10]=[CH:9][N:8]2[C:16]=1[CH2:17][CH:18]1[CH2:23][CH2:22][CH2:21][CH2:20][CH2:19]1)([CH3:4])([CH3:3])[CH3:2].[CH2:24]([NH2:31])[C:25]1[CH:30]=[CH:29][CH:28]=[CH:27][CH:26]=1. (4) Given the product [C:27]([CH2:29][C:30]([NH:1][C:2]1[CH:6]=[CH:5][N:4]([C:7]2[CH:12]=[CH:11][C:10]([B:13]3[O:17][C:16]([CH3:18])([CH3:19])[C:15]([CH3:20])([CH3:21])[O:14]3)=[CH:9][CH:8]=2)[C:3]=1[C:22]([O:24][CH2:25][CH3:26])=[O:23])=[O:31])#[N:28], predict the reactants needed to synthesize it. The reactants are: [NH2:1][C:2]1[CH:6]=[CH:5][N:4]([C:7]2[CH:12]=[CH:11][C:10]([B:13]3[O:17][C:16]([CH3:19])([CH3:18])[C:15]([CH3:21])([CH3:20])[O:14]3)=[CH:9][CH:8]=2)[C:3]=1[C:22]([O:24][CH2:25][CH3:26])=[O:23].[C:27]([CH2:29][C:30](O)=[O:31])#[N:28].C1C=CC2N(O)N=NC=2C=1.C(Cl)CCl.C(N(CC)CC)C. (5) Given the product [CH3:1][C@H:2]([NH:9][CH:10]=[O:11])[C:3]1[CH:8]=[CH:7][CH:6]=[CH:5][CH:4]=1, predict the reactants needed to synthesize it. The reactants are: [CH3:1][C@H:2]([NH2:9])[C:3]1[CH:8]=[CH:7][CH:6]=[CH:5][CH:4]=1.[CH:10](OCC)=[O:11]. (6) Given the product [ClH:14].[CH3:1][O:2][C:3]1[C:13]2[CH2:12][CH2:11][NH:10][CH2:9][CH2:8][C:7]=2[CH:6]=[CH:5][CH:4]=1, predict the reactants needed to synthesize it. The reactants are: [CH3:1][O:2][C:3]1[C:13]2[CH2:12][CH2:11][NH:10][CH2:9][CH2:8][C:7]=2[CH:6]=[CH:5][CH:4]=1.[ClH:14].CCCCCCC.